This data is from Full USPTO retrosynthesis dataset with 1.9M reactions from patents (1976-2016). The task is: Predict the reactants needed to synthesize the given product. (1) The reactants are: [Br:1][C:2]1[CH:3]=[C:4]([CH2:8][C@H:9]([NH:13][C:14]([O:16][C:17]([CH3:20])([CH3:19])[CH3:18])=[O:15])[C:10](O)=[O:11])[CH:5]=[CH:6][CH:7]=1. Given the product [C:17]([O:16][C:14](=[O:15])[NH:13][C@@H:9]([CH2:8][C:4]1[CH:5]=[CH:6][CH:7]=[C:2]([Br:1])[CH:3]=1)[CH2:10][OH:11])([CH3:20])([CH3:18])[CH3:19], predict the reactants needed to synthesize it. (2) Given the product [Br:33][C:11]1[CH:10]=[N:9][C:8]2[NH:7][C:6]3[CH:24]=[CH:25][C:3]([C:1]#[N:2])=[CH:4][C:5]=3[C:14]([C:20]([F:21])([F:22])[F:23])([CH2:15][O:16][CH:17]([CH3:19])[CH3:18])[C:13]=2[CH:12]=1, predict the reactants needed to synthesize it. The reactants are: [C:1]([C:3]1[CH:25]=[CH:24][C:6]2[NH:7][C:8]3[N:9]=[CH:10][CH:11]=[CH:12][C:13]=3[C:14]([C:20]([F:23])([F:22])[F:21])([CH2:15][O:16][CH:17]([CH3:19])[CH3:18])[C:5]=2[CH:4]=1)#[N:2].C1C(=O)N([Br:33])C(=O)C1.CCOC(C)=O.CCCCCC. (3) Given the product [ClH:32].[ClH:32].[C:1]1([C:7]2[CH:8]=[C:9]([N:13]3[CH2:18][CH2:17][NH:16][CH2:15][CH2:14]3)[N:10]=[CH:11][N:12]=2)[CH:2]=[CH:3][CH:4]=[CH:5][CH:6]=1, predict the reactants needed to synthesize it. The reactants are: [C:1]1([C:7]2[N:12]=[CH:11][N:10]=[C:9]([N:13]3[CH2:18][CH2:17][N:16](C(OC(C)(C)C)=O)[CH2:15][CH2:14]3)[CH:8]=2)[CH:6]=[CH:5][CH:4]=[CH:3][CH:2]=1.C(OCC)(=O)C.[ClH:32]. (4) Given the product [N:1]1[C:10]2[C:5](=[CH:6][C:7]([CH2:11][N:12]3[C:20]4[C:15](=[N:16][CH:17]=[C:18]([CH:21]([OH:23])[CH3:22])[N:19]=4)[N:14]=[N:13]3)=[CH:8][CH:9]=2)[CH:4]=[CH:3][CH:2]=1.[N:1]1[C:10]2[C:5](=[CH:6][C:7]([CH2:11][N:12]3[C:20]4[C:15](=[N:16][CH:17]=[C:18]([CH:21]([NH2:30])[CH3:22])[N:19]=4)[N:14]=[N:13]3)=[CH:8][CH:9]=2)[CH:4]=[CH:3][CH:2]=1, predict the reactants needed to synthesize it. The reactants are: [N:1]1[C:10]2[C:5](=[CH:6][C:7]([CH2:11][N:12]3[C:20]4[C:15](=[N:16][CH:17]=[C:18]([C:21](=[O:23])[CH3:22])[N:19]=4)[N:14]=[N:13]3)=[CH:8][CH:9]=2)[CH:4]=[CH:3][CH:2]=1.C([O-])(=O)C.[NH4+].C([BH3-])#[N:30].[Na+]. (5) The reactants are: [F:1][C:2]([F:7])([F:6])[C:3]([OH:5])=[O:4].[C:8]1([C:14]2[CH:19]=[C:18]([CH:20]3[CH2:25][CH2:24][NH:23][CH2:22][CH2:21]3)[CH:17]=[CH:16][C:15]=2[NH:26][C:27]([C:29]2[NH:30][CH:31]=[C:32]([C:34]#[N:35])[N:33]=2)=[O:28])[CH2:13][CH2:12][CH2:11][CH2:10][CH:9]=1.CCN(CC)CC.[C:43](#[N:46])[CH:44]=[CH2:45].CO. Given the product [F:1][C:2]([F:7])([F:6])[C:3]([OH:5])=[O:4].[C:43]([CH2:44][CH2:45][N:23]1[CH2:22][CH2:21][CH:20]([C:18]2[CH:17]=[CH:16][C:15]([NH:26][C:27]([C:29]3[NH:30][CH:31]=[C:32]([C:34]#[N:35])[N:33]=3)=[O:28])=[C:14]([C:8]3[CH2:13][CH2:12][CH2:11][CH2:10][CH:9]=3)[CH:19]=2)[CH2:25][CH2:24]1)#[N:46], predict the reactants needed to synthesize it. (6) The reactants are: Cl.C([O:5][C:6]1[CH:11]=[CH:10][CH:9]=[C:8]([C:12](=[O:23])[NH:13][C:14]2[S:15][C:16]([S:19]([CH3:22])(=[O:21])=[O:20])=[CH:17][N:18]=2)[CH:7]=1)(=O)C. Given the product [OH:5][C:6]1[CH:7]=[C:8]([CH:9]=[CH:10][CH:11]=1)[C:12]([NH:13][C:14]1[S:15][C:16]([S:19]([CH3:22])(=[O:21])=[O:20])=[CH:17][N:18]=1)=[O:23], predict the reactants needed to synthesize it. (7) Given the product [F:1][C:2]1[C:9]([F:10])=[CH:8][C:5]([CH2:6][OH:7])=[C:4]([O:11][C@H:12]([CH2:14][CH:15]=[CH2:16])[CH3:13])[CH:3]=1, predict the reactants needed to synthesize it. The reactants are: [F:1][C:2]1[C:9]([F:10])=[CH:8][C:5]([CH:6]=[O:7])=[C:4]([O:11][C@H:12]([CH2:14][CH:15]=[CH2:16])[CH3:13])[CH:3]=1.[H-].[Al+3].[Li+].[H-].[H-].[H-].